Task: Predict the product of the given reaction.. Dataset: Forward reaction prediction with 1.9M reactions from USPTO patents (1976-2016) Given the reactants [C:1]([CH2:4][CH:5]1[C:9]2[C:10]([C:16]([NH:18][C:19]3[C:24]([Cl:25])=[CH:23][N:22]=[CH:21][C:20]=3[Cl:26])=[O:17])=[CH:11][CH:12]=[C:13]([O:14][CH3:15])[C:8]=2[O:7][CH2:6]1)(O)=[O:2].[N:27]1[CH:32]=[CH:31][CH:30]=[CH:29][C:28]=1[CH2:33][NH2:34], predict the reaction product. The product is: [Cl:25][C:24]1[CH:23]=[N:22][CH:21]=[C:20]([Cl:26])[C:19]=1[NH:18][C:16]([C:10]1[C:9]2[CH:5]([CH2:4][C:1]([NH:34][CH2:33][C:28]3[CH:29]=[CH:30][CH:31]=[CH:32][N:27]=3)=[O:2])[CH2:6][O:7][C:8]=2[C:13]([O:14][CH3:15])=[CH:12][CH:11]=1)=[O:17].